This data is from Reaction yield outcomes from USPTO patents with 853,638 reactions. The task is: Predict the reaction yield, written as a fraction of the theoretical maximum amount of product (1.0 means a 100% yield; for example, 0.34 means a 34% yield). (1) The reactants are Br[C:2]1[C:3]2[C:4](Cl)=[C:5]3[N:14]([CH3:15])[N:13]=[CH:12][C:6]3=[N:7][C:8]=2[CH:9]=[CH:10][CH:11]=1.C[O:18][C:19]1[CH:24]=[CH:23][C:22](B(O)O)=[CH:21][CH:20]=1.C(=O)(O)[O-:29].[Na+].COCCOC. The catalyst is C(OCC)C.Cl[Pd](Cl)([P](C1C=CC=CC=1)(C1C=CC=CC=1)C1C=CC=CC=1)[P](C1C=CC=CC=1)(C1C=CC=CC=1)C1C=CC=CC=1. The product is [OH:18][C:19]1[CH:24]=[CH:23][C:22]([C:2]2[C:3]3[C:4](=[O:29])[C:5]4[N:14]([CH3:15])[N:13]=[CH:12][C:6]=4[NH:7][C:8]=3[CH:9]=[CH:10][CH:11]=2)=[CH:21][CH:20]=1. The yield is 0.600. (2) The reactants are O[C:2]1[CH:7]=[C:6]([O:8][CH3:9])[CH:5]=[CH:4][C:3]=1[NH:10][C:11]([CH:13]1[CH2:17][S:16][C:15](=[O:18])[NH:14]1)=[O:12].[NH+]1C=CC=CC=1. The catalyst is CC1C=CC(C)=CC=1.C(OCC)(=O)C.O. The product is [CH3:9][O:8][C:6]1[CH:5]=[CH:4][C:3]2[N:10]=[C:11]([CH:13]3[CH2:17][S:16][C:15](=[O:18])[NH:14]3)[O:12][C:2]=2[CH:7]=1. The yield is 0.900. (3) The reactants are [Cl:1][C:2]1[CH:11]=[C:10]([Cl:12])[C:9]([OH:13])=[C:8]2[C:3]=1[CH:4]=[CH:5][C:6]([CH3:14])=[N:7]2.[Se](=O)=[O:16]. The catalyst is O1CCOCC1. The product is [Cl:1][C:2]1[CH:11]=[C:10]([Cl:12])[C:9]([OH:13])=[C:8]2[C:3]=1[CH:4]=[CH:5][C:6]([CH:14]=[O:16])=[N:7]2. The yield is 1.00. (4) The reactants are [CH3:1][N:2]1[CH:6]=[C:5]([C:7](O)=[O:8])[C:4]([CH3:10])=[N:3]1.C(Cl)(=O)C(Cl)=O.[NH2:17][C:18]1[CH:19]=[C:20]([CH:37]=[CH:38][C:39]=1[F:40])[O:21][C:22]1[CH:23]=[CH:24][C:25]2[N:26]([CH:28]=[C:29]([NH:31][C:32]([CH:34]3[CH2:36][CH2:35]3)=[O:33])[N:30]=2)[N:27]=1. The catalyst is CN(C)C=O.O1CCCC1.C(OCC)(=O)C. The product is [CH:34]1([C:32]([NH:31][C:29]2[N:30]=[C:25]3[CH:24]=[CH:23][C:22]([O:21][C:20]4[CH:37]=[CH:38][C:39]([F:40])=[C:18]([NH:17][C:7]([C:5]5[C:4]([CH3:10])=[N:3][N:2]([CH3:1])[CH:6]=5)=[O:8])[CH:19]=4)=[N:27][N:26]3[CH:28]=2)=[O:33])[CH2:35][CH2:36]1. The yield is 0.390. (5) The reactants are [F:1][C:2]1[CH:7]=[CH:6][C:5]([F:8])=[CH:4][C:3]=1[C@H:9]1[CH2:13][CH2:12][CH2:11][N:10]1[C:14]1[CH:19]=[CH:18][N:17]2[N:20]=[CH:21][C:22]([NH:23][C:24]([NH:26][C:27]3[CH:32]=[CH:31][CH:30]=[CH:29][CH:28]=3)=[O:25])=[C:16]2[N:15]=1.[S:33](=[O:37])(=[O:36])([OH:35])[OH:34]. The catalyst is CO. The product is [S:33]([OH:37])([OH:36])(=[O:35])=[O:34].[F:1][C:2]1[CH:7]=[CH:6][C:5]([F:8])=[CH:4][C:3]=1[C@H:9]1[CH2:13][CH2:12][CH2:11][N:10]1[C:14]1[CH:19]=[CH:18][N:17]2[N:20]=[CH:21][C:22]([NH:23][C:24]([NH:26][C:27]3[CH:28]=[CH:29][CH:30]=[CH:31][CH:32]=3)=[O:25])=[C:16]2[N:15]=1. The yield is 0.969.